Dataset: Experimentally validated miRNA-target interactions with 360,000+ pairs, plus equal number of negative samples. Task: Binary Classification. Given a miRNA mature sequence and a target amino acid sequence, predict their likelihood of interaction. Result: 1 (interaction). The protein sequence of the target gene is MMQGEAHPSASLIDRTIKMRKETEARKVVLAWGLLNVSMAGMIYTEMTGKLISSYYNVTYWPLWYIELALASLFSLNALFDFWRYFKYTVAPTSLVVSPGQQTLLGLKTAVVQTTPPHDLAATQIPPAPPSPSIQGQSVLSYSPSRSPSTSPKFTTSCMTGYSPQLQGLSSGGSGSYSPGVTYSPVSGYNKLASFSPSPPSPYPTTVGPVESSGLRSRYRSSPTVYNSPTDKEDYMTDLRTLDTFLRSEEEKQHRVKLGSPDSTSPSSSPTFWNYSRSMGDYAQTLKKFQYQLACRSQAP.... The miRNA is hsa-miR-6779-5p with sequence CUGGGAGGGGCUGGGUUUGGC.